Dataset: Forward reaction prediction with 1.9M reactions from USPTO patents (1976-2016). Task: Predict the product of the given reaction. (1) Given the reactants Br[C:2]1[CH:14]=[C:13]2[C:5]([C:6]3[C:7](=[O:30])[C:8]4[CH:20]=[CH:19][C:18]([O:21][CH2:22][C@H:23]5[CH2:27][O:26]C(C)(C)[O:24]5)=[CH:17][C:9]=4[C:10]([CH3:16])([CH3:15])[C:11]=3[NH:12]2)=[CH:4][CH:3]=1.C1(C)C=CC=CC=1P(C1C=CC=CC=1C)C1C=CC=CC=1C.C1CCN2C(=NCCC2)CC1.Cl[C:65](OCC)=[O:66].[BH4-].[Na+], predict the reaction product. The product is: [OH:24][C@H:23]([CH2:27][OH:26])[CH2:22][O:21][C:18]1[CH:19]=[CH:20][C:8]2[C:7](=[O:30])[C:6]3[C:5]4[C:13](=[CH:14][C:2]([CH2:65][OH:66])=[CH:3][CH:4]=4)[NH:12][C:11]=3[C:10]([CH3:15])([CH3:16])[C:9]=2[CH:17]=1. (2) The product is: [CH2:23]([O:7][CH:1]1[C:2]2[S:17][C:16]([C:15]3[CH:19]=[CH:20][C:12]([N:11]([CH2:9][CH3:10])[CH2:21][CH3:22])=[CH:13][CH:14]=3)=[N:18][C:3]=2[CH2:4][CH2:5][CH2:6]1)[CH3:24]. Given the reactants [CH:1]12[O:7][CH:6]1[CH2:5][CH2:4][CH2:3][C:2]2=O.[CH2:9]([N:11]([CH2:21][CH3:22])[C:12]1[CH:20]=[CH:19][C:15]([C:16]([NH2:18])=[S:17])=[CH:14][CH:13]=1)[CH3:10].[CH3:23][CH2:24]O, predict the reaction product. (3) Given the reactants [Br:1][C:2]1[CH:6]=[CH:5][NH:4][N:3]=1.Cl[C:8]1[C:13]([Cl:14])=[CH:12][CH:11]=[CH:10][N:9]=1.C(=O)([O-])[O-].[Cs+].[Cs+].O, predict the reaction product. The product is: [Br:1][C:2]1[CH:6]=[CH:5][N:4]([C:8]2[C:13]([Cl:14])=[CH:12][CH:11]=[CH:10][N:9]=2)[N:3]=1. (4) Given the reactants Cl.[Br:2][C:3]1[C:4]([C@@H:9]([NH2:19])[CH2:10][C:11]2[CH:16]=[C:15]([F:17])[CH:14]=[C:13]([F:18])[CH:12]=2)=[N:5][CH:6]=[CH:7][CH:8]=1.[N:20]1([CH2:29][C:30](O)=[O:31])[C:24]2[CH2:25][CH2:26][CH2:27][CH2:28][C:23]=2[N:22]=[CH:21]1, predict the reaction product. The product is: [Br:2][C:3]1[C:4]([C@@H:9]([NH:19][C:30](=[O:31])[CH2:29][N:20]2[C:24]3[CH2:25][CH2:26][CH2:27][CH2:28][C:23]=3[N:22]=[CH:21]2)[CH2:10][C:11]2[CH:12]=[C:13]([F:18])[CH:14]=[C:15]([F:17])[CH:16]=2)=[N:5][CH:6]=[CH:7][CH:8]=1. (5) Given the reactants CN1CCN([C:8]2[CH:13]=[CH:12][C:11]([NH:14][C:15]3[N:20]=[C:19]([C:21]4[C:22]([C:26]5[CH:31]=[CH:30][C:29]([CH3:32])=[CH:28][CH:27]=5)=[N:23][NH:24][CH:25]=4)[CH:18]=[CH:17][N:16]=3)=[CH:10][CH:9]=2)CC1.ClC1C=CC(C2C(C3C=CN=C(NC4C=CC=C([O:58][CH2:59][CH:60]5[CH2:65][CH2:64][N:63]([CH3:66])[CH2:62][CH2:61]5)C=4)N=3)=CNN=2)=CC=1, predict the reaction product. The product is: [CH3:66][N:63]1[CH2:64][CH2:65][CH:60]([CH2:59][O:58][C:13]2[CH:12]=[C:11]([NH:14][C:15]3[N:20]=[C:19]([C:21]4[C:22]([C:26]5[CH:27]=[CH:28][C:29]([CH3:32])=[CH:30][CH:31]=5)=[N:23][NH:24][CH:25]=4)[CH:18]=[CH:17][N:16]=3)[CH:10]=[CH:9][CH:8]=2)[CH2:61][CH2:62]1.